From a dataset of Full USPTO retrosynthesis dataset with 1.9M reactions from patents (1976-2016). Predict the reactants needed to synthesize the given product. (1) Given the product [CH3:20][N:21]1[C:25]([C:2]2[CH:14]=[N:13][C:12]3[C:11]4[CH:10]=[C:9]([F:15])[C:8]([C:16]([O:18][CH3:19])=[O:17])=[CH:7][C:6]=4[NH:5][C:4]=3[CH:3]=2)=[C:24]([CH3:39])[N:23]=[N:22]1, predict the reactants needed to synthesize it. The reactants are: Br[C:2]1[CH:14]=[N:13][C:12]2[C:11]3[CH:10]=[C:9]([F:15])[C:8]([C:16]([O:18][CH3:19])=[O:17])=[CH:7][C:6]=3[NH:5][C:4]=2[CH:3]=1.[CH3:20][N:21]1[C:25]([Sn](CCCC)(CCCC)CCCC)=[C:24]([CH3:39])[N:23]=[N:22]1. (2) Given the product [C:6]12([C:2]3[C:17](=[CH2:18])[CH:5]=[CH:4][CH:3]=3)[CH2:15][CH:10]3[CH2:11][CH:12]([CH2:14][CH:8]([CH2:9]3)[CH2:7]1)[CH2:13]2, predict the reactants needed to synthesize it. The reactants are: N1[CH2:5][CH2:4][CH2:3][CH2:2]1.[CH:6]12[CH2:15][CH:10]3[CH2:11][CH:12]([CH2:14][CH:8]([CH2:9]3)[C:7]1=O)[CH2:13]2.[CH:17]1CC=C[CH:18]=1. (3) Given the product [F:19][C:2]([F:1])([F:20])[S:3]([O:6][C:7]1[CH:8]=[C:9]2[C:14](=[CH:15][CH:16]=1)[CH:13]=[C:12]([CH:17]=[O:18])[CH:11]=[CH:10]2)(=[O:4])=[O:5], predict the reactants needed to synthesize it. The reactants are: [F:1][C:2]([F:20])([F:19])[S:3]([O:6][C:7]1[CH:8]=[C:9]2[C:14](=[CH:15][CH:16]=1)[CH:13]=[C:12]([CH2:17][OH:18])[CH:11]=[CH:10]2)(=[O:5])=[O:4].C1C=C[NH+]=CC=1.[O-][Cr](Cl)(=O)=O. (4) Given the product [F:6][C:7]1[CH:12]=[CH:11][C:10]([C:13]2[N:18]=[C:17]3[CH:19]=[C:20]([CH2:23][OH:24])[N:21]([CH3:22])[C:16]3=[C:15]([C:27]3[CH:32]=[CH:31][C:30]([F:33])=[CH:29][CH:28]=3)[C:14]=2[C:34]2[CH:35]=[CH:36][N:37]=[CH:38][CH:39]=2)=[CH:9][CH:8]=1, predict the reactants needed to synthesize it. The reactants are: [Cl-].[Cl-].[Ca+2].[BH4-].[Na+].[F:6][C:7]1[CH:12]=[CH:11][C:10]([C:13]2[N:18]=[C:17]3[CH:19]=[C:20]([C:23](OC)=[O:24])[N:21]([CH3:22])[C:16]3=[C:15]([C:27]3[CH:32]=[CH:31][C:30]([F:33])=[CH:29][CH:28]=3)[C:14]=2[C:34]2[CH:39]=[CH:38][N:37]=[CH:36][CH:35]=2)=[CH:9][CH:8]=1. (5) Given the product [CH3:36][C:28]1[CH:29]=[C:30]([C:33](=[O:35])[NH:61][CH3:60])[CH:31]=[CH:32][C:27]=1[C:24]1[CH:23]=[CH:22][C:21]([CH2:20][C@H:19]([NH:18][C:16]([C@H:13]2[CH2:14][CH2:15][C@H:10]([CH2:9][NH:8][C:6](=[O:7])[O:5][C:1]([CH3:2])([CH3:4])[CH3:3])[CH2:11][CH2:12]2)=[O:17])[C:37](=[O:50])[NH:38][C:39]2[CH:44]=[CH:43][C:42]([C:45]3[N:46]=[N:47][NH:48][N:49]=3)=[CH:41][CH:40]=2)=[CH:26][CH:25]=1, predict the reactants needed to synthesize it. The reactants are: [C:1]([O:5][C:6]([NH:8][CH2:9][C@H:10]1[CH2:15][CH2:14][C@H:13]([C:16]([NH:18][C@H:19]([C:37](=[O:50])[NH:38][C:39]2[CH:44]=[CH:43][C:42]([C:45]3[N:46]=[N:47][NH:48][N:49]=3)=[CH:41][CH:40]=2)[CH2:20][C:21]2[CH:26]=[CH:25][C:24]([C:27]3[CH:32]=[CH:31][C:30]([C:33]([OH:35])=O)=[CH:29][C:28]=3[CH3:36])=[CH:23][CH:22]=2)=[O:17])[CH2:12][CH2:11]1)=[O:7])([CH3:4])([CH3:3])[CH3:2].CN.F[P-](F)(F)(F)(F)F.[CH3:60][N:61](C(ON1C2=NC=CC=C2N=N1)=[N+](C)C)C.C(N(CC)C(C)C)(C)C.